This data is from Forward reaction prediction with 1.9M reactions from USPTO patents (1976-2016). The task is: Predict the product of the given reaction. (1) Given the reactants C([C:3](=[C:9]([O:15][CH2:16][CH3:17])/[CH:10]=[CH:11]/[N:12](C)[CH3:13])[C:4]([O:6][CH2:7][CH3:8])=[O:5])#N.C(O)(=[O:20])C, predict the reaction product. The product is: [CH2:16]([O:15][C:9]1[CH:10]=[CH:11][NH:12][C:13](=[O:20])[C:3]=1[C:4]([O:6][CH2:7][CH3:8])=[O:5])[CH3:17]. (2) Given the reactants [Br:1][C:2]1[CH:3]=[C:4]([CH:19]=[CH:20][C:21]=1F)[C:5]([NH:7][C:8]1[CH:13]=[CH:12][C:11]([O:14][C:15]([Cl:18])([F:17])[F:16])=[CH:10][CH:9]=1)=[O:6].Cl.Cl.[NH2:25][C@H:26]1[CH2:30][NH:29][CH2:28][C@@H:27]1[OH:31].C([O-])([O-])=O.[Na+].[Na+], predict the reaction product. The product is: [NH2:25][C@@H:26]1[C@@H:27]([OH:31])[CH2:28][N:29]([C:21]2[CH:20]=[CH:19][C:4]([C:5]([NH:7][C:8]3[CH:13]=[CH:12][C:11]([O:14][C:15]([Cl:18])([F:17])[F:16])=[CH:10][CH:9]=3)=[O:6])=[CH:3][C:2]=2[Br:1])[CH2:30]1. (3) Given the reactants [NH2:1][C:2]1[CH:3]=[C:4]([CH:8]=[CH:9][C:10]=1[OH:11])[C:5]([OH:7])=O.[CH3:12][CH2:13][CH2:14][CH:15]([NH2:19])[CH2:16][CH2:17][CH3:18], predict the reaction product. The product is: [NH2:1][C:2]1[CH:3]=[C:4]([CH:8]=[CH:9][C:10]=1[OH:11])[C:5]([NH:19][CH:15]([CH2:16][CH2:17][CH3:18])[CH2:14][CH2:13][CH3:12])=[O:7]. (4) Given the reactants [C:1]([C:3]1[CH:8]=[CH:7][C:6]([N:9]([CH2:15][CH2:16][C:17]([F:20])([F:19])[F:18])[C@H:10]([C:12](O)=O)[CH3:11])=[CH:5][C:4]=1[C:21]([F:24])([F:23])[F:22])#N.C(Cl)(=O)C(Cl)=O.C[N:32](C=O)C.[NH4+:36].[OH-:37], predict the reaction product. The product is: [C:1]([C:3]1[CH:8]=[CH:7][C:6]([N:9]([CH2:15][CH2:16][C:17]([F:18])([F:20])[F:19])[C@H:10]([C:12]([NH2:32])=[O:37])[CH3:11])=[CH:5][C:4]=1[C:21]([F:22])([F:23])[F:24])#[N:36]. (5) Given the reactants [Br:1][C:2]1[CH:3]=[C:4]([F:21])[CH:5]=[C:6]2[C:14]=1[NH:13][C:12]1[CH:11]([CH2:15][C:16]([O:18][CH2:19][CH3:20])=[O:17])[CH2:10][CH2:9][CH2:8][C:7]2=1.Br[CH2:23][C:24]1[CH:29]=[CH:28][C:27]([Cl:30])=[CH:26][CH:25]=1.C(=O)([O-])[O-].[Cs+].[Cs+], predict the reaction product. The product is: [Br:1][C:2]1[CH:3]=[C:4]([F:21])[CH:5]=[C:6]2[C:14]=1[N:13]([CH2:23][C:24]1[CH:29]=[CH:28][C:27]([Cl:30])=[CH:26][CH:25]=1)[C:12]1[CH:11]([CH2:15][C:16]([O:18][CH2:19][CH3:20])=[O:17])[CH2:10][CH2:9][CH2:8][C:7]2=1. (6) The product is: [CH2:28]([O:27][C:6]1[C:7]([O:24][CH2:25][CH3:26])=[CH:8][C:9]2[C:10]3[C:11](=[N:12][NH:13][CH:14]=3)[C:2]([NH:39][C:36]3[CH:37]=[C:38]4[C:33]([CH:32]=[N:31][NH:30]4)=[CH:34][CH:35]=3)=[N:3][C:4]=2[CH:5]=1)[CH3:29]. Given the reactants Cl[C:2]1[C:11]2=[N:12][N:13](CC3C=CC(OC)=CC=3)[CH:14]=[C:10]2[C:9]2[CH:8]=[C:7]([O:24][CH2:25][CH3:26])[C:6]([O:27][CH2:28][CH3:29])=[CH:5][C:4]=2[N:3]=1.[NH:30]1[C:38]2[C:33](=[CH:34][CH:35]=[C:36]([NH2:39])[CH:37]=2)[CH:32]=[N:31]1.Cl, predict the reaction product.